Predict the product of the given reaction. From a dataset of Forward reaction prediction with 1.9M reactions from USPTO patents (1976-2016). Given the reactants [CH3:1][S:2][C:3]1[CH:11]=[CH:10][CH:9]=[CH:8][C:4]=1[C:5](O)=[O:6].O, predict the reaction product. The product is: [CH3:1][S:2][C:3]1[CH:11]=[CH:10][CH:9]=[CH:8][C:4]=1[CH2:5][OH:6].